From a dataset of Retrosynthesis with 50K atom-mapped reactions and 10 reaction types from USPTO. Predict the reactants needed to synthesize the given product. (1) Given the product CS(=O)(=O)c1ccc2c(ccn2Cc2ccc(Cl)nn2)c1, predict the reactants needed to synthesize it. The reactants are: CS(=O)(=O)c1ccc2[nH]ccc2c1.Clc1ccc(CBr)nn1. (2) Given the product COc1cc(C(=O)O)cnc1Cl, predict the reactants needed to synthesize it. The reactants are: COC(=O)c1cnc(Cl)c(OC)c1. (3) Given the product CCCS(=O)(=O)Nc1cccc(CCN2CCN(c3cccc4nc(C)ccc34)CC2)c1, predict the reactants needed to synthesize it. The reactants are: CCCS(=O)(=O)Cl.Cc1ccc2c(N3CCN(CCc4cccc(N)c4)CC3)cccc2n1. (4) Given the product CC1(C)c2ccccc2-c2ccc(N(c3ccc(-c4ccccc4)cc3)c3ccc(-c4ccc5[nH]c6cc7c(cc6c5c4)-c4ccccc4C7(C)C)cc3)cc21, predict the reactants needed to synthesize it. The reactants are: CC(C)(C)OC(=O)n1c2ccc(-c3ccc(N(c4ccc(-c5ccccc5)cc4)c4ccc5c(c4)C(C)(C)c4ccccc4-5)cc3)cc2c2cc3c(cc21)C(C)(C)c1ccccc1-3. (5) The reactants are: Nc1ccc(S)cc1.O=[N+]([O-])c1cc(OCc2cnc(Cl)s2)ccc1Cl. Given the product Nc1ccc(Sc2ccc(OCc3cnc(Cl)s3)cc2[N+](=O)[O-])cc1, predict the reactants needed to synthesize it. (6) Given the product CC(C)(C)OC(=O)N1CCN(c2nc3c(c(=O)n(COC(=O)C(C)(C)C)c(=O)n3COC(=O)C(C)(C)C)n2-c2ccccc2C=O)CC1, predict the reactants needed to synthesize it. The reactants are: CC(C)(C)C(=O)OCn1c(=O)c2c(nc(Cl)n2-c2ccccc2C=O)n(COC(=O)C(C)(C)C)c1=O.CC(C)(C)OC(=O)N1CCNCC1. (7) The reactants are: CN1CCC(Oc2cccc3ncnc(Cl)c23)CC1.Cc1cc(COc2ccc(N)cc2Cl)nn1C. Given the product Cc1cc(COc2ccc(Nc3ncnc4cccc(OC5CCN(C)CC5)c34)cc2Cl)nn1C, predict the reactants needed to synthesize it.